This data is from Reaction yield outcomes from USPTO patents with 853,638 reactions. The task is: Predict the reaction yield, written as a fraction of the theoretical maximum amount of product (1.0 means a 100% yield; for example, 0.34 means a 34% yield). The reactants are [F:1][C:2]([F:35])([F:34])[C:3]([C:12]1[CH:13]=[C:14]([CH2:31][NH:32][CH3:33])[CH:15]=[CH:16][C:17]=1[Sn:18]([CH2:27][CH2:28][CH2:29][CH3:30])([CH2:23][CH2:24][CH2:25][CH3:26])[CH2:19][CH2:20][CH2:21][CH3:22])([O:8][CH2:9][O:10][CH3:11])[C:4]([F:7])([F:6])[F:5].[C:36]1(=[O:42])[O:41][C:39](=[O:40])[CH2:38][CH2:37]1. The catalyst is C1COCC1. The product is [F:35][C:2]([F:1])([F:34])[C:3]([C:12]1[CH:13]=[C:14]([CH:15]=[CH:16][C:17]=1[Sn:18]([CH2:23][CH2:24][CH2:25][CH3:26])([CH2:27][CH2:28][CH2:29][CH3:30])[CH2:19][CH2:20][CH2:21][CH3:22])[CH2:31][N:32]([CH3:33])[C:39](=[O:40])[CH2:38][CH2:37][C:36]([OH:41])=[O:42])([O:8][CH2:9][O:10][CH3:11])[C:4]([F:7])([F:6])[F:5]. The yield is 0.900.